From a dataset of Full USPTO retrosynthesis dataset with 1.9M reactions from patents (1976-2016). Predict the reactants needed to synthesize the given product. (1) Given the product [Cl:1][C:2]1[CH:7]=[CH:6][N+:5]([O-:11])=[C:4]([CH3:8])[C:3]=1[O:9][CH3:10], predict the reactants needed to synthesize it. The reactants are: [Cl:1][C:2]1[CH:7]=[CH:6][N:5]=[C:4]([CH3:8])[C:3]=1[O:9][CH3:10].[OH:11]O. (2) Given the product [NH2:1][C:2]1[N:3]=[C:21]([NH:20][C:17]2[CH:16]=[CH:15][C:14]([O:13][CH2:12][CH2:11][NH:10][CH2:23][CH3:24])=[CH:19][CH:18]=2)[S:22][C:36]=1[C:35]([C:33]1[CH:32]=[CH:31][C:30]2[O:26][CH2:27][O:28][C:29]=2[CH:34]=1)=[O:38], predict the reactants needed to synthesize it. The reactants are: [N:1]#[C:2][NH2:3].C(OC(=O)[N:10]([CH2:23][CH3:24])[CH2:11][CH2:12][O:13][C:14]1[CH:19]=[CH:18][C:17]([N:20]=[C:21]=[S:22])=[CH:16][CH:15]=1)(C)(C)C.[O:26]1[C:30]2[CH:31]=[CH:32][C:33]([C:35](=[O:38])[CH2:36]Br)=[CH:34][C:29]=2[O:28][CH2:27]1. (3) The reactants are: [Cl:1][C:2]1[CH:7]=[C:6]([Cl:8])[CH:5]=[CH:4][C:3]=1[S:9]([NH:12][CH2:13][CH2:14][CH2:15][CH2:16][NH:17][C:18](=[O:32])[C@H:19]([CH2:28][CH:29]([CH3:31])[CH3:30])[NH:20]C(OC(C)(C)C)=O)(=[O:11])=[O:10].Cl. Given the product [ClH:1].[Cl:1][C:2]1[CH:7]=[C:6]([Cl:8])[CH:5]=[CH:4][C:3]=1[S:9]([NH:12][CH2:13][CH2:14][CH2:15][CH2:16][NH:17][C:18](=[O:32])[C@H:19]([CH2:28][CH:29]([CH3:30])[CH3:31])[NH2:20])(=[O:10])=[O:11], predict the reactants needed to synthesize it. (4) Given the product [F:8][C:5]1[CH:6]=[CH:7][C:2]([C:16]#[N:17])=[C:3]([N:9]2[C:13]([CH3:14])=[N:12][CH:11]=[N:10]2)[CH:4]=1, predict the reactants needed to synthesize it. The reactants are: Br[C:2]1[CH:7]=[CH:6][C:5]([F:8])=[CH:4][C:3]=1[N:9]1[C:13]([CH3:14])=[N:12][C:11](C)=[N:10]1.[C:16]([Cu])#[N:17].FC1C=CC(C#N)=C(N2C=CC=N2)C=1.CCOC(C)=O.C(Cl)Cl. (5) Given the product [Cl:1][C:2]1[CH:7]=[CH:6][C:5]([CH:8]2[CH2:14][CH2:13][CH2:12][CH2:11][N:10]([C:15]([C:17]3[CH:22]=[C:21]([NH:25][CH3:24])[N:20]=[N:19][CH:18]=3)=[O:16])[CH2:9]2)=[CH:4][CH:3]=1, predict the reactants needed to synthesize it. The reactants are: [Cl:1][C:2]1[CH:7]=[CH:6][C:5]([CH:8]2[CH2:14][CH2:13][CH2:12][CH2:11][N:10]([C:15]([C:17]3[CH:22]=[C:21](Cl)[N:20]=[N:19][CH:18]=3)=[O:16])[CH2:9]2)=[CH:4][CH:3]=1.[CH3:24][NH2:25].